Task: Predict which catalyst facilitates the given reaction.. Dataset: Catalyst prediction with 721,799 reactions and 888 catalyst types from USPTO (1) Reactant: C(O[C:5](=[O:7])[CH3:6])(=O)C.[CH2:8](N(CC)CC)C.[CH3:15][CH2:16][CH2:17][CH2:18][CH2:19][CH3:20].O. Product: [CH2:16]([C:17]1[CH2:18][CH:19]2[CH:6]([CH:8]=1)[C:5](=[O:7])[CH2:20]2)[CH3:15]. The catalyst class is: 80. (2) Reactant: [CH2:1]([O:3][CH:4]([C:8]1[CH:13]=[CH:12][CH:11]=[C:10]([N+:14]([O-])=O)[CH:9]=1)[C:5]([OH:7])=[O:6])[CH3:2]. Product: [CH2:1]([O:3][CH:4]([C:8]1[CH:13]=[CH:12][CH:11]=[C:10]([NH2:14])[CH:9]=1)[C:5]([OH:7])=[O:6])[CH3:2]. The catalyst class is: 29. (3) The catalyst class is: 11. Product: [O:20]([N:27]=[C:28]([S:38][C:39]1[CH:40]=[CH:41][CH:42]=[CH:43][CH:44]=1)[CH:29]=[CH:30][S:31][C:32]1[CH:33]=[CH:34][CH:35]=[CH:36][CH:37]=1)[C:21]1[CH:22]=[CH:23][CH:24]=[CH:25][CH:26]=1. Reactant: O(NC(=O)C=CSC1C=CC=CC=1)C1C=CC=CC=1.[O:20]([N:27]=[C:28]([S:38][C:39]1[CH:44]=[CH:43][CH:42]=[CH:41][CH:40]=1)[CH:29]=[CH:30][S:31][C:32]1[CH:37]=[CH:36][CH:35]=[CH:34][CH:33]=1)[C:21]1[CH:26]=[CH:25][CH:24]=[CH:23][CH:22]=1.P(Cl)(Cl)(Cl)(Cl)Cl. (4) Reactant: COC1C=CC(C[NH:8][C:9]2[N:18]=[C:17]([NH:19][C@H:20]3[CH2:25][CH2:24][CH2:23][CH2:22][C@H:21]3[NH:26]C(=O)OC(C)(C)C)[C:16]3[C:11](=[CH:12][CH:13]=[C:14]([CH3:34])[CH:15]=3)[N:10]=2)=CC=1. Product: [NH2:26][C@@H:21]1[CH2:22][CH2:23][CH2:24][CH2:25][C@@H:20]1[NH:19][C:17]1[C:16]2[C:11](=[CH:12][CH:13]=[C:14]([CH3:34])[CH:15]=2)[N:10]=[C:9]([NH2:8])[N:18]=1. The catalyst class is: 557. (5) Reactant: [I:1][C:2]1[C:10]2[C:5](=[CH:6][CH:7]=[C:8]([N+:11]([O-:13])=[O:12])[CH:9]=2)[NH:4][N:3]=1.C[Si]([N-][Si](C)(C)C)(C)C.[Na+].[CH3:24][O:25][CH2:26][CH2:27][O:28][CH2:29]Cl. Product: [I:1][C:2]1[C:10]2[C:5](=[CH:6][CH:7]=[C:8]([N+:11]([O-:13])=[O:12])[CH:9]=2)[N:4]([CH2:24][O:25][CH2:26][CH2:27][O:28][CH3:29])[N:3]=1. The catalyst class is: 1. (6) Reactant: [Br:1][C:2]1[CH:7]=[C:6]([CH3:8])[C:5]([CH:9](Cl)[C:10]2[C:15]([F:16])=[CH:14][CH:13]=[C:12]([F:17])[C:11]=2[F:18])=[CH:4][N:3]=1.[F:20][C:21]1[CH:26]=[CH:25][C:24]([SH:27])=[CH:23][CH:22]=1.C(=O)([O-])[O-].[K+].[K+].C(OCC)(=O)C. Product: [Br:1][C:2]1[CH:7]=[C:6]([CH3:8])[C:5]([CH:9]([S:27][C:24]2[CH:25]=[CH:26][C:21]([F:20])=[CH:22][CH:23]=2)[C:10]2[C:15]([F:16])=[CH:14][CH:13]=[C:12]([F:17])[C:11]=2[F:18])=[CH:4][N:3]=1. The catalyst class is: 35. (7) Reactant: [NH2:1][C:2]1[CH:3]=[N:4][CH:5]=[CH:6][C:7]=1[CH:8]1[O:13][C@H:12]([CH2:14]O)[C@@H:11]([O:16][Si:17]([CH:24]([CH3:26])[CH3:25])([CH:21]([CH3:23])[CH3:22])[CH:18]([CH3:20])[CH3:19])[C@H:10]([O:27][Si:28]([CH:35]([CH3:37])[CH3:36])([CH:32]([CH3:34])[CH3:33])[CH:29]([CH3:31])[CH3:30])[CH2:9]1.C1(P(C2C=CC=CC=2)C2C=CC=CC=2)C=CC=CC=1.C(Cl)(Cl)(Cl)[Cl:58]. Product: [Cl:58][CH2:14][C@H:12]1[O:13][C@@H:8]([C:7]2[CH:6]=[CH:5][N:4]=[CH:3][C:2]=2[NH2:1])[CH2:9][C@@H:10]([O:27][Si:28]([CH:35]([CH3:37])[CH3:36])([CH:32]([CH3:34])[CH3:33])[CH:29]([CH3:31])[CH3:30])[C@@H:11]1[O:16][Si:17]([CH:24]([CH3:26])[CH3:25])([CH:21]([CH3:23])[CH3:22])[CH:18]([CH3:20])[CH3:19]. The catalyst class is: 17. (8) Reactant: [CH2:1]([C:4]1[C:13]2[C:8](=[CH:9][CH:10]=[CH:11][CH:12]=2)[C:7]([Cl:14])=[N:6][C:5]=1[OH:15])[CH:2]=[CH2:3].B1C2CCCC1CCC2.[OH-:25].[Na+].OO. Product: [Cl:14][C:7]1[C:8]2[C:13](=[CH:12][CH:11]=[CH:10][CH:9]=2)[C:4]([CH2:1][CH2:2][CH2:3][OH:25])=[C:5]([OH:15])[N:6]=1. The catalyst class is: 1.